Dataset: Reaction yield outcomes from USPTO patents with 853,638 reactions. Task: Predict the reaction yield, written as a fraction of the theoretical maximum amount of product (1.0 means a 100% yield; for example, 0.34 means a 34% yield). The reactants are [CH3:1][C:2]([CH3:28])([CH3:27])[C:3]([O:5][C:6]1[C:11](=[O:12])[N:10]([CH3:13])[C:9]([C:14]2[CH:19]=[CH:18][CH:17]=[C:16]([N+:20]([O-])=O)[CH:15]=2)=[N:8][C:7]=1[C:23]([O:25][CH3:26])=[O:24])=[O:4]. The catalyst is CO.[Pd]. The product is [NH2:20][C:16]1[CH:15]=[C:14]([C:9]2[N:10]([CH3:13])[C:11](=[O:12])[C:6]([O:5][C:3](=[O:4])[C:2]([CH3:28])([CH3:1])[CH3:27])=[C:7]([C:23]([O:25][CH3:26])=[O:24])[N:8]=2)[CH:19]=[CH:18][CH:17]=1. The yield is 0.970.